This data is from Forward reaction prediction with 1.9M reactions from USPTO patents (1976-2016). The task is: Predict the product of the given reaction. (1) Given the reactants [F:1][C:2]1[C:7]2[N:8]=[CH:9][S:10][C:6]=2[CH:5]=[C:4]([C:11]([OH:13])=O)[C:3]=1[NH:14][C:15]1[CH:20]=[CH:19][C:18]([I:21])=[CH:17][C:16]=1[F:22].[CH:23]([O:25][CH2:26][CH2:27][O:28][NH2:29])=[CH2:24].C1C=CC2N(O)N=NC=2C=1.CCN=C=NCCCN(C)C.CN(C(ON1N=NC2C=CC=NC1=2)=[N+](C)C)C.F[P-](F)(F)(F)(F)F.CN(C(ON1N=NC2C=CC=CC1=2)=[N+](C)C)C.[B-](F)(F)(F)F.S1(CCCC1)(=O)=O, predict the reaction product. The product is: [F:1][C:2]1[C:7]2[N:8]=[CH:9][S:10][C:6]=2[CH:5]=[C:4]([C:11]([NH:29][O:28][CH2:27][CH2:26][O:25][CH:23]=[CH2:24])=[O:13])[C:3]=1[NH:14][C:15]1[CH:20]=[CH:19][C:18]([I:21])=[CH:17][C:16]=1[F:22]. (2) Given the reactants [CH3:1][C:2]([CH3:9])=[CH:3][CH2:4][CH2:5][C:6](=[O:8])[CH3:7].OS(O)(=O)=O.[CH3:15][OH:16], predict the reaction product. The product is: [CH3:15][O:16][C:2]([CH3:9])([CH3:1])[CH2:3][CH2:4][CH2:5][C:6](=[O:8])[CH3:7].